This data is from Reaction yield outcomes from USPTO patents with 853,638 reactions. The task is: Predict the reaction yield, written as a fraction of the theoretical maximum amount of product (1.0 means a 100% yield; for example, 0.34 means a 34% yield). (1) The reactants are [Cl:1][C:2]1[C:10]2[NH:9][C:8](=O)[N:7]([CH2:12][C:13]([O:15][CH:16]([CH3:18])[CH3:17])=[O:14])[C:6]=2[C:5]([CH:19]([CH2:22][CH3:23])[CH2:20][CH3:21])=[CH:4][CH:3]=1.P(Cl)(Cl)([Cl:26])=O. No catalyst specified. The product is [Cl:26][C:8]1[N:7]([CH2:12][C:13]([O:15][CH:16]([CH3:18])[CH3:17])=[O:14])[C:6]2[C:5]([CH:19]([CH2:22][CH3:23])[CH2:20][CH3:21])=[CH:4][CH:3]=[C:2]([Cl:1])[C:10]=2[N:9]=1. The yield is 0.972. (2) The reactants are [N:1]([CH:4]1[C:16]2[C:8](=[CH:9][CH:10]=[C:11]3[C:15]=2[N:14]([CH2:17][C@@H:18]([NH:20]C(=O)OCC2C=CC=CC=2)[CH3:19])[N:13]=[CH:12]3)[O:7][CH2:6][CH:5]1Br)=[N+]=[N-].C[OH:33]. The catalyst is [Pd]. The product is [NH2:1][CH:4]1[C:16]2[C:8](=[CH:9][CH:10]=[C:11]3[C:15]=2[N:14]([CH2:17][C@@H:18]([NH2:20])[CH3:19])[N:13]=[CH:12]3)[O:7][CH2:6][CH:5]1[OH:33]. The yield is 0.960.